From a dataset of Catalyst prediction with 721,799 reactions and 888 catalyst types from USPTO. Predict which catalyst facilitates the given reaction. (1) Reactant: [NH2:1][C:2]1[CH:7]=[CH:6][C:5]([C:8]([N:10]2[CH2:15][CH2:14][N:13]([CH2:16][C:17]3[CH:22]=[CH:21][C:20]([C:23]([OH:32])([C:28]([F:31])([F:30])[F:29])[C:24]([F:27])([F:26])[F:25])=[CH:19][CH:18]=3)[CH2:12][CH2:11]2)=[O:9])=[CH:4][CH:3]=1.[CH:33]([N:36]([CH:39](C)C)CC)([CH3:35])[CH3:34].ClC(Cl)([O:45]C(=O)OC(Cl)(Cl)Cl)Cl.C(N)(C)C. The catalyst class is: 4. Product: [F:29][C:28]([F:31])([F:30])[C:23]([C:20]1[CH:19]=[CH:18][C:17]([CH2:16][N:13]2[CH2:14][CH2:15][N:10]([C:8]([C:5]3[CH:4]=[CH:3][C:2]([NH:1][C:39]([NH:36][CH:33]([CH3:35])[CH3:34])=[O:45])=[CH:7][CH:6]=3)=[O:9])[CH2:11][CH2:12]2)=[CH:22][CH:21]=1)([OH:32])[C:24]([F:25])([F:26])[F:27]. (2) The catalyst class is: 147. Product: [C:16]([C:20]1[N:25]=[C:24]([N:26]2[CH2:31][CH2:30][N:29]([CH2:32][CH2:33][CH2:34][CH2:35][NH:36][C:13]([CH:10]3[CH2:9][CH2:8][N:7]([C:1]4[CH:2]=[CH:3][CH:4]=[CH:5][CH:6]=4)[CH2:12][CH2:11]3)=[O:15])[CH2:28][CH2:27]2)[CH:23]=[C:22]([C:37]([F:39])([F:40])[F:38])[N:21]=1)([CH3:19])([CH3:17])[CH3:18]. Reactant: [C:1]1([N:7]2[CH2:12][CH2:11][CH:10]([C:13]([OH:15])=O)[CH2:9][CH2:8]2)[CH:6]=[CH:5][CH:4]=[CH:3][CH:2]=1.[C:16]([C:20]1[N:25]=[C:24]([N:26]2[CH2:31][CH2:30][N:29]([CH2:32][CH2:33][CH2:34][CH2:35][NH2:36])[CH2:28][CH2:27]2)[CH:23]=[C:22]([C:37]([F:40])([F:39])[F:38])[N:21]=1)([CH3:19])([CH3:18])[CH3:17].